This data is from Experimentally validated miRNA-target interactions with 360,000+ pairs, plus equal number of negative samples. The task is: Binary Classification. Given a miRNA mature sequence and a target amino acid sequence, predict their likelihood of interaction. (1) The miRNA is hsa-miR-4696 with sequence UGCAAGACGGAUACUGUCAUCU. The protein sequence of the target gene is MVICCAAVNCSNRQGKGEKRAVSFHRFPLKDSKRLIQWLKAVQRDNWTPTKYSFLCSEHFTKDSFSKRLEDQHRLLKPTAVPSIFHLTEKKRGAGGHGRTRRKDASKATGGVRGHSSAATSRGAAGWSPSSSGNPMAKPESRRLKQAALQGEATPRAAQEAASQEQAQQALERTPGDGLATMVAGSQGKAEASATDAGDESATSSIEGGVTDKSGISMDDFTPPGSGACKFIGSLHSYSFSSKHTRERPSVPREPIDRKRLKKDVEPSCSGSSLGPDKGLAQSPPSSSLTATPQKPSQSP.... Result: 0 (no interaction). (2) The miRNA is hsa-miR-6792-3p with sequence CUCCUCCACAGCCCCUGCUCAU. The protein sequence of the target gene is MRMLLHLSLLALGAAYVYAIPTEIPTSALVKETLALLSTHRTLLIANETLRIPVPVHKNHQLCTEEIFQGIGTLESQTVQGGTVERLFKNLSLIKKYIDGQKKKCGEERRRVNQFLDYLQEFLGVMNTEWIIES. Result: 1 (interaction). (3) The miRNA is hsa-miR-3115 with sequence AUAUGGGUUUACUAGUUGGU. The protein sequence of the target gene is MKNPMLEAASLLLEKLLLISNFKLFSVSVPGGGTGKNRPYEISSFVRGDVLEVSRTHFIHYGIYLGENRVAHLMPDILLALTNDKERTQKVVSNKRLLLGVICKVASIRVDTVEDFAYGADILVNHLDGTLKKKSLLNEEVARRAEQQLGLTPYSLLWNNCEHFVTYCRYGSRISPQAEKFYDTVKIIIRDQRSSLASAVLGLASIVYTGLASYMTLPAICIPFCLWMMSG. Result: 0 (no interaction). (4) The miRNA is hsa-miR-4799-3p with sequence ACUGGCAUGCUGCAUUUAUAUA. The protein sequence of the target gene is MTPALREATAKGISFSSLPSTMESDKMLYMESPRTVDEKLKGDTFSQMLGFPTPEPTLNTNFVNLKHFGSPQSSKHYQTVFLMRSNSTLNKHNENYKQKKLGEPSCNKLKNILYNGSNIQLSKICLSHSEEFIKKEPLSDTTSQCMKDVQIILDSNITKDTNVDKVQLQNCKWYQENALLDKVTDAEIKKGLLHCTQKKIVPGHSNVPVSSSAAEKEEEVHARLLHCVSKQKILLSQARRTQKHLQMLLAKHVVKHYGQQMKLSMKHQLPKMKTFHEPTTILGNSLPKCTEIKPEVNTLT.... Result: 0 (no interaction). (5) The miRNA is hsa-miR-6077 with sequence GGGAAGAGCUGUACGGCCUUC. The protein sequence of the target gene is MKFPASVLASVFLFVAETTAALSLSSTYRSGGDRMWQALTLLFSLLPCALVQLTLLFVHRDLSRDRPLVLLLHLLQLGPLFRCFEVFCIYFQSGNNEEPYVSITKKRQMPKNGLSEEIEKEVGQAEGKLITHRSAFSRASVIQAFLGSAPQLTLQLYISVMQQDVTVGRSLLMTISLLSIVYGALRCNILAIKIKYDEYEVKVKPLAYVCIFLWRSFEIATRVVVLVLFTSVLKTWVVVIILINFFSFFLYPWILFWCSGSPFPENIEKALSRVGTTIVLCFLTLLYTGINMFCWSAVQL.... Result: 0 (no interaction). (6) The protein sequence of the target gene is MEISSHQSHLLQQLNEQRRQDVFCDCSILVEGKVFKAHRNVLFASSGYFKMLLSQNSKETSQPTTATFQAFSPDTFTVILDFVYSGKLSLTGQNVIEVMSAASFLQMTDVISVCKTFIKSSLDISEKEKDRYFSLSDKDANSNGVERSSFYSGGWQEGSSSPRSHLSPEQGTGIISGKSWNKYNYHPASQKNTQQPLAKHEPRKESIKKTKHLRLSQPSEVTHYKSSKREVRTSDSSSHVSQSEEQAQIDAEMDSTPVGYQYGQGSDVTSKSFPDDLPRMRFKCPYCTHVVKRKADLKRH.... Result: 1 (interaction). The miRNA is hsa-miR-339-5p with sequence UCCCUGUCCUCCAGGAGCUCACG.